This data is from NCI-60 drug combinations with 297,098 pairs across 59 cell lines. The task is: Regression. Given two drug SMILES strings and cell line genomic features, predict the synergy score measuring deviation from expected non-interaction effect. (1) Drug 1: CCC1(CC2CC(C3=C(CCN(C2)C1)C4=CC=CC=C4N3)(C5=C(C=C6C(=C5)C78CCN9C7C(C=CC9)(C(C(C8N6C=O)(C(=O)OC)O)OC(=O)C)CC)OC)C(=O)OC)O.OS(=O)(=O)O. Drug 2: CC(C)(C#N)C1=CC(=CC(=C1)CN2C=NC=N2)C(C)(C)C#N. Cell line: NCI-H460. Synergy scores: CSS=8.76, Synergy_ZIP=-1.06, Synergy_Bliss=1.73, Synergy_Loewe=2.58, Synergy_HSA=2.14. (2) Drug 1: C1=NC2=C(N1)C(=S)N=C(N2)N. Drug 2: C1CC(=O)NC(=O)C1N2C(=O)C3=CC=CC=C3C2=O. Cell line: SK-OV-3. Synergy scores: CSS=39.8, Synergy_ZIP=-0.855, Synergy_Bliss=1.41, Synergy_Loewe=-14.5, Synergy_HSA=2.14. (3) Drug 1: C1=CC=C(C=C1)NC(=O)CCCCCCC(=O)NO. Drug 2: CC12CCC3C(C1CCC2O)C(CC4=C3C=CC(=C4)O)CCCCCCCCCS(=O)CCCC(C(F)(F)F)(F)F. Cell line: RPMI-8226. Synergy scores: CSS=1.39, Synergy_ZIP=1.75, Synergy_Bliss=4.68, Synergy_Loewe=3.78, Synergy_HSA=4.00. (4) Drug 1: CCCS(=O)(=O)NC1=C(C(=C(C=C1)F)C(=O)C2=CNC3=C2C=C(C=N3)C4=CC=C(C=C4)Cl)F. Drug 2: CN(CCCl)CCCl.Cl. Cell line: NCIH23. Synergy scores: CSS=6.76, Synergy_ZIP=-7.24, Synergy_Bliss=-4.15, Synergy_Loewe=-28.2, Synergy_HSA=-7.26. (5) Drug 1: CN(C)C1=NC(=NC(=N1)N(C)C)N(C)C. Drug 2: CC=C1C(=O)NC(C(=O)OC2CC(=O)NC(C(=O)NC(CSSCCC=C2)C(=O)N1)C(C)C)C(C)C. Cell line: MALME-3M. Synergy scores: CSS=70.5, Synergy_ZIP=17.1, Synergy_Bliss=14.8, Synergy_Loewe=-47.9, Synergy_HSA=11.3.